The task is: Predict the product of the given reaction.. This data is from Forward reaction prediction with 1.9M reactions from USPTO patents (1976-2016). (1) Given the reactants [CH2:1]([O:3][C:4]([CH:6]1[CH2:11][CH2:10][CH2:9][CH2:8][C:7]1=O)=[O:5])[CH3:2].[SH2:13].Cl, predict the reaction product. The product is: [CH2:1]([O:3][C:4]([C:6]1[CH2:11][CH2:10][CH2:9][CH2:8][C:7]=1[SH:13])=[O:5])[CH3:2]. (2) Given the reactants Br[C:2]1[N:3]=[C:4](/[CH:11]=[CH:12]/[C:13]2[N:21]=[C:20]3[N:15]([C:16]([CH3:23])=[N:17][CH:18]=[C:19]3[CH3:22])[N:14]=2)[N:5]([CH2:7][CH:8]([F:10])[F:9])[CH:6]=1.[NH:24]1[CH2:28][CH2:27][CH2:26][C:25]1=[O:29], predict the reaction product. The product is: [F:9][CH:8]([F:10])[CH2:7][N:5]1[CH:6]=[C:2]([N:24]2[CH2:28][CH2:27][CH2:26][C:25]2=[O:29])[N:3]=[C:4]1/[CH:11]=[CH:12]/[C:13]1[N:21]=[C:20]2[N:15]([C:16]([CH3:23])=[N:17][CH:18]=[C:19]2[CH3:22])[N:14]=1. (3) Given the reactants [Cl:1][C:2]1[CH:3]=[C:4]([C@@H:8]2[C@@H:13]([C:14]3[CH:19]=[CH:18][C:17]([Cl:20])=[CH:16][CH:15]=3)[N:12]([C@@H:21]([CH2:24][CH3:25])[CH:22]=O)[C:11](=[O:26])[C@:10]([CH2:28][C:29]([OH:31])=[O:30])([CH3:27])[CH2:9]2)[CH:5]=[CH:6][CH:7]=1.[CH3:32][CH:33]1[CH2:38][O:37][CH2:36][CH2:35][NH:34]1.C(O[BH-](OC(=O)C)OC(=O)C)(=O)C.[Na+], predict the reaction product. The product is: [Cl:1][C:2]1[CH:3]=[C:4]([C@@H:8]2[C@@H:13]([C:14]3[CH:19]=[CH:18][C:17]([Cl:20])=[CH:16][CH:15]=3)[N:12]([C@@H:21]([CH2:24][CH3:25])[CH2:22][N:34]3[CH2:35][CH2:36][O:37][CH2:38][CH:33]3[CH3:32])[C:11](=[O:26])[C@:10]([CH2:28][C:29]([OH:31])=[O:30])([CH3:27])[CH2:9]2)[CH:5]=[CH:6][CH:7]=1. (4) Given the reactants Br[C:2]1[CH:3]=[CH:4][C:5]([C:8]([C:18]2[CH:19]=[N:20][CH:21]=[N:22][CH:23]=2)([OH:17])[CH2:9][C:10]2[CH:15]=[CH:14][CH:13]=[C:12]([F:16])[CH:11]=2)=[N:6][CH:7]=1.[F:24][C:25]([F:37])([F:36])[O:26][C:27]1[CH:32]=[CH:31][C:30](B(O)O)=[CH:29][CH:28]=1, predict the reaction product. The product is: [F:16][C:12]1[CH:11]=[C:10]([CH2:9][C:8]([C:18]2[CH:19]=[N:20][CH:21]=[N:22][CH:23]=2)([C:5]2[CH:4]=[CH:3][C:2]([C:30]3[CH:29]=[CH:28][C:27]([O:26][C:25]([F:24])([F:36])[F:37])=[CH:32][CH:31]=3)=[CH:7][N:6]=2)[OH:17])[CH:15]=[CH:14][CH:13]=1. (5) Given the reactants [OH:1][CH:2]1[CH:7]([C:8]2[CH:13]=[CH:12][C:11]([C:14]([O:16][CH3:17])=[O:15])=[CH:10][CH:9]=2)[CH2:6][CH2:5][N:4]([C:18]([O:20][C:21]([CH3:24])([CH3:23])[CH3:22])=[O:19])[CH2:3]1.Br[CH2:26][C:27]1[CH:36]=[CH:35][C:34]2[C:29](=[CH:30][CH:31]=[CH:32][CH:33]=2)[CH:28]=1, predict the reaction product. The product is: [CH3:17][O:16][C:14]([C:11]1[CH:10]=[CH:9][C:8]([CH:7]2[CH2:6][CH2:5][N:4]([C:18]([O:20][C:21]([CH3:24])([CH3:23])[CH3:22])=[O:19])[CH2:3][CH:2]2[O:1][CH2:26][C:27]2[CH:36]=[CH:35][C:34]3[C:29](=[CH:30][CH:31]=[CH:32][CH:33]=3)[CH:28]=2)=[CH:13][CH:12]=1)=[O:15]. (6) Given the reactants Cl[C:2]1[C:3]([NH2:9])=[N:4][CH:5]=[N:6][C:7]=1Cl.[NH2:10][CH2:11][CH:12]1[CH2:17][CH2:16][N:15]([C:18]([O:20]C(C)(C)C)=O)[CH2:14][CH2:13]1.[F:25][C:26]1[CH:27]=[C:28]([CH:39]=[CH:40][CH:41]=1)[O:29][C:30]1[CH:35]=[CH:34][C:33](B(O)O)=[CH:32][CH:31]=1.[C:42](Cl)(=O)[CH:43]=C, predict the reaction product. The product is: [NH2:9][C:3]1[N:4]=[CH:5][N:6]=[C:7]([NH:10][CH2:11][CH:12]2[CH2:13][CH2:14][N:15]([C:18](=[O:20])[CH:42]=[CH2:43])[CH2:16][CH2:17]2)[C:2]=1[C:33]1[CH:34]=[CH:35][C:30]([O:29][C:28]2[CH:39]=[CH:40][CH:41]=[C:26]([F:25])[CH:27]=2)=[CH:31][CH:32]=1.